From a dataset of Catalyst prediction with 721,799 reactions and 888 catalyst types from USPTO. Predict which catalyst facilitates the given reaction. (1) Reactant: [C:9](O[C:9]([O:11][C:12]([CH3:15])([CH3:14])[CH3:13])=[O:10])([O:11][C:12]([CH3:15])([CH3:14])[CH3:13])=[O:10].[CH2:16]([NH:18][CH2:19][CH2:20][OH:21])[CH3:17]. Product: [CH2:16]([N:18]([CH2:19][CH2:20][OH:21])[C:9](=[O:10])[O:11][C:12]([CH3:13])([CH3:14])[CH3:15])[CH3:17]. The catalyst class is: 1. (2) Reactant: [F:1][C:2]([CH3:6])([CH3:5])[CH2:3][OH:4].N1C(C)=CC=CC=1C.[F:15][C:16]([F:29])([F:28])[S:17](O[S:17]([C:16]([F:29])([F:28])[F:15])(=[O:19])=[O:18])(=[O:19])=[O:18].Cl. Product: [F:15][C:16]([F:29])([F:28])[S:17]([O:4][CH2:3][C:2]([F:1])([CH3:6])[CH3:5])(=[O:19])=[O:18]. The catalyst class is: 34. (3) Reactant: [CH:1]1[C:9]2[C:8]3[CH2:10][CH2:11][CH2:12][CH2:13][CH2:14][CH2:15][C:7]=3[O:6][C:5]=2[CH:4]=[CH:3][C:2]=1[NH2:16].[Cl:17][CH2:18][C:19](Cl)=[O:20].N1C=CC=CC=1. Product: [Cl:17][CH2:18][C:19]([NH:16][C:2]1[CH:3]=[CH:4][C:5]2[O:6][C:7]3[CH2:15][CH2:14][CH2:13][CH2:12][CH2:11][CH2:10][C:8]=3[C:9]=2[CH:1]=1)=[O:20]. The catalyst class is: 68.